Dataset: Reaction yield outcomes from USPTO patents with 853,638 reactions. Task: Predict the reaction yield, written as a fraction of the theoretical maximum amount of product (1.0 means a 100% yield; for example, 0.34 means a 34% yield). The reactants are [C:1]([O:4][C@H:5]1[C@H:10]([O:11][C:12](=[O:14])[CH3:13])[C@H:9]([O:15][C:16](=[O:18])[CH3:17])[C@H:8]([CH3:19])[O:7][C@@H:6]1[N:20]=[N+]=[N-])(=[O:3])[CH3:2]. The catalyst is CCOC(C)=O.[Pd]. The product is [C:1]([O:4][C@H:5]1[C@H:10]([O:11][C:12](=[O:14])[CH3:13])[C@H:9]([O:15][C:16](=[O:18])[CH3:17])[C@H:8]([CH3:19])[O:7][C@@H:6]1[NH2:20])(=[O:3])[CH3:2]. The yield is 1.00.